Task: Binary Classification. Given a drug SMILES string, predict its activity (active/inactive) in a high-throughput screening assay against a specified biological target.. Dataset: M1 muscarinic receptor antagonist screen with 61,756 compounds The molecule is s1c2c(CCC2)c(c1NC(=O)CCCC)C(=O)N. The result is 0 (inactive).